Dataset: Forward reaction prediction with 1.9M reactions from USPTO patents (1976-2016). Task: Predict the product of the given reaction. (1) Given the reactants [Cl:1][C:2]1[N:7]=[CH:6][C:5]([C:8]2([C:11]([OH:13])=[O:12])[CH2:10][CH2:9]2)=[CH:4][CH:3]=1.S(=O)(=O)(O)O.[CH3:19]O, predict the reaction product. The product is: [Cl:1][C:2]1[N:7]=[CH:6][C:5]([C:8]2([C:11]([O:13][CH3:19])=[O:12])[CH2:10][CH2:9]2)=[CH:4][CH:3]=1. (2) Given the reactants C(O[C:4](=S)[S:5][C:6]1[CH:11]=[C:10]([C:12]([F:15])([F:14])[F:13])[CH:9]=[C:8]([Br:16])[CH:7]=1)C.[OH-].[K+].[CH2:20](Br)C.C([O-])([O-])=O.[K+].[K+], predict the reaction product. The product is: [Br:16][C:8]1[CH:9]=[C:10]([C:12]([F:15])([F:14])[F:13])[CH:11]=[C:6]([S:5][CH2:4][CH3:20])[CH:7]=1. (3) Given the reactants [N+:1]([C:4]1[CH:16]=[CH:15][C:14]2[C:13]3[C:8](=[CH:9][CH:10]=[C:11]([C:17]([F:20])([F:19])[F:18])[CH:12]=3)[NH:7][C:6]=2[CH:5]=1)([O-])=O, predict the reaction product. The product is: [F:20][C:17]([F:18])([F:19])[C:11]1[CH:12]=[C:13]2[C:8](=[CH:9][CH:10]=1)[NH:7][C:6]1[CH:5]=[C:4]([NH2:1])[CH:16]=[CH:15][C:14]2=1. (4) Given the reactants [CH2:1]([C:3]1[C:4]([OH:12])=[CH:5][C:6]([CH3:11])=[C:7]([CH:10]=1)[CH:8]=[O:9])[CH3:2].[H-].[Na+].[CH3:15][O:16][CH2:17][CH2:18][O:19][CH2:20]Cl, predict the reaction product. The product is: [CH2:1]([C:3]1[C:4]([O:12][CH2:15][O:16][CH2:17][CH2:18][O:19][CH3:20])=[CH:5][C:6]([CH3:11])=[C:7]([CH:10]=1)[CH:8]=[O:9])[CH3:2]. (5) Given the reactants [N:1]1[CH:6]=[CH:5][CH:4]=[C:3]([C:7]2[CH:8]=[N:9][C:10]3[CH:11]=[C:12]4[CH2:21][CH2:20][NH:19][CH2:18][CH2:17][C:13]4=[CH:14][C:15]=3[N:16]=2)[CH:2]=1.ClC1C=NC2C=C3CCN([C:38](=[O:43])[C:39]([F:42])([F:41])[F:40])CCC3=CC=2N=1.N1C=CC=C(B(O)[OH:51])C=1.C(=O)([O-])[O-].[Na+].[Na+], predict the reaction product. The product is: [F:40][C:39]([F:42])([F:41])[C:38]([OH:43])=[O:51].[N:1]1[CH:6]=[CH:5][CH:4]=[C:3]([C:7]2[CH:8]=[N:9][C:10]3[CH:11]=[C:12]4[CH2:21][CH2:20][NH:19][CH2:18][CH2:17][C:13]4=[CH:14][C:15]=3[N:16]=2)[CH:2]=1.